Dataset: Full USPTO retrosynthesis dataset with 1.9M reactions from patents (1976-2016). Task: Predict the reactants needed to synthesize the given product. (1) Given the product [CH:26]1([NH:29][C:3]([C:5]2[N:6]=[C:7]([C:24]#[N:25])[C:8]3[C:9](=[O:23])[N:10]([CH2:16][C:17]4[CH:18]=[CH:19][CH:20]=[CH:21][CH:22]=4)[CH:11]=[CH:12][C:13]=3[C:14]=2[OH:15])=[O:4])[CH2:28][CH2:27]1, predict the reactants needed to synthesize it. The reactants are: CO[C:3]([C:5]1[N:6]=[C:7]([C:24]#[N:25])[C:8]2[C:9](=[O:23])[N:10]([CH2:16][C:17]3[CH:22]=[CH:21][CH:20]=[CH:19][CH:18]=3)[CH:11]=[CH:12][C:13]=2[C:14]=1[OH:15])=[O:4].[CH:26]1([NH2:29])[CH2:28][CH2:27]1.O. (2) Given the product [Br:1][C:2]1[C:3]([C:12]2[S:13][C:14]3[CH:15]=[N:16][CH:17]=[CH:18][C:19]=3[N:20]=2)=[N:4][C:5]([NH:21][CH2:22][CH2:23][N:24]2[C:28]([CH3:29])([CH3:30])[C:27](=[O:31])[NH:26][C:25]2=[O:32])=[N:6][CH:7]=1, predict the reactants needed to synthesize it. The reactants are: [Br:1][C:2]1[C:3]([C:12]2[S:13][C:14]3[CH:15]=[N:16][CH:17]=[CH:18][C:19]=3[N:20]=2)=[N:4][C:5](S(C)(=O)=O)=[N:6][CH:7]=1.[NH2:21][CH2:22][CH2:23][N:24]1[C:28]([CH3:30])([CH3:29])[C:27](=[O:31])[NH:26][C:25]1=[O:32].C(N(CC)C(C)C)(C)C. (3) Given the product [Cl:26][C:23]1[CH:24]=[CH:25][C:20]([C:18]([NH:17][CH:13]([CH2:12][C:7]2[C:5]3[C:4](=[CH:3][CH:2]=[CH:1][CH:6]=3)[NH:11][C:9](=[O:10])[CH:8]=2)[C:14]([O:16][CH3:27])=[O:15])=[O:19])=[CH:21][CH:22]=1, predict the reactants needed to synthesize it. The reactants are: [CH:1]1[CH:2]=[CH:3][C:4]2[NH:11][C:9](=[O:10])[CH:8]=[C:7]([CH2:12][CH:13]([NH:17][C:18]([C:20]3[CH:21]=[CH:22][C:23]([Cl:26])=[CH:24][CH:25]=3)=[O:19])[C:14]([OH:16])=[O:15])[C:5]=2[CH:6]=1.[CH3:27]I. (4) Given the product [CH3:1][C:2]1[N:6]2[C:5]([CH:15]([O:16][CH:24]3[CH2:29][CH2:28][N:27]([CH3:30])[CH2:26][CH2:25]3)[C:10]3[CH:11]=[CH:12][CH:13]=[CH:14][C:9]=3[CH2:8][CH2:7]2)=[N:4][C:3]=1[C:17]1[CH:22]=[CH:21][CH:20]=[CH:19][CH:18]=1, predict the reactants needed to synthesize it. The reactants are: [CH3:1][C:2]1[N:6]([CH2:7][CH2:8][C:9]2[CH:14]=[CH:13][CH:12]=[CH:11][CH:10]=2)[C:5]([CH:15]=[O:16])=[N:4][C:3]=1[C:17]1[CH:22]=[CH:21][CH:20]=[CH:19][CH:18]=1.O[CH:24]1[CH2:29][CH2:28][N:27]([CH3:30])[CH2:26][CH2:25]1.CS(O)(=O)=O.C([O-])([O-])=O.[Na+].[Na+]. (5) Given the product [Si:1]([O:8][CH2:9][C:10]1[CH:15]=[CH:14][C:13]([CH:24]([C:25]2[CH:30]=[CH:29][CH:28]=[CH:27][CH:26]=2)[OH:31])=[CH:12][C:11]=1[O:17][CH3:18])([C:4]([CH3:7])([CH3:6])[CH3:5])([CH3:3])[CH3:2], predict the reactants needed to synthesize it. The reactants are: [Si:1]([O:8][CH2:9][C:10]1[CH:15]=[CH:14][C:13](Br)=[CH:12][C:11]=1[O:17][CH3:18])([C:4]([CH3:7])([CH3:6])[CH3:5])([CH3:3])[CH3:2].[Li]CCCC.[CH:24](=[O:31])[C:25]1[CH:30]=[CH:29][CH:28]=[CH:27][CH:26]=1.O. (6) Given the product [C:15]([O:14][C:12]([N:19]1[CH2:24][CH2:23][C:22]2([CH2:1][C:2](=[O:3])[C:4]3[C:5](=[CH:6][CH:7]=[C:8]([Br:10])[CH:9]=3)[O:11]2)[CH2:21][CH2:20]1)=[O:13])([CH3:18])([CH3:16])[CH3:17], predict the reactants needed to synthesize it. The reactants are: [CH3:1][C:2]([C:4]1[CH:9]=[C:8]([Br:10])[CH:7]=[CH:6][C:5]=1[OH:11])=[O:3].[C:12]([N:19]1[CH2:24][CH2:23][C:22](=O)[CH2:21][CH2:20]1)([O:14][C:15]([CH3:18])([CH3:17])[CH3:16])=[O:13].N1CCCC1. (7) Given the product [OH:8][N:9]1[C:14]2[N:15]=[CH:16][N:17]=[CH:18][C:13]=2[C:12]([C:19]2[CH:24]=[CH:23][CH:22]=[CH:21][CH:20]=2)=[CH:11][C:10]1=[O:25], predict the reactants needed to synthesize it. The reactants are: C([O:8][N:9]1[C:14]2[N:15]=[CH:16][N:17]=[CH:18][C:13]=2[C:12]([C:19]2[CH:24]=[CH:23][CH:22]=[CH:21][CH:20]=2)=[CH:11][C:10]1=[O:25])C1C=CC=CC=1.CO.[H][H]. (8) Given the product [Cl:8][C:9]1[N:10]=[C:11]([NH:7][CH:1]2[CH2:6][CH2:5][CH2:4][CH2:3][CH2:2]2)[CH:12]=[C:13]([I:15])[CH:14]=1, predict the reactants needed to synthesize it. The reactants are: [CH:1]1([NH2:7])[CH2:6][CH2:5][CH2:4][CH2:3][CH2:2]1.[Cl:8][C:9]1[CH:14]=[C:13]([I:15])[CH:12]=[C:11](Cl)[N:10]=1. (9) Given the product [CH:8]([O:11][C:12]([N:14]1[CH2:19][CH2:18][CH:17]([CH2:20][CH2:21][CH2:22][O:23][C:24]2[CH:29]=[CH:28][C:27]([C:30]([NH:32][NH:33][C:1](=[O:3])[CH3:2])=[O:31])=[C:26]([F:34])[CH:25]=2)[CH2:16][CH2:15]1)=[O:13])([CH3:10])[CH3:9], predict the reactants needed to synthesize it. The reactants are: [C:1](OC(=O)C)(=[O:3])[CH3:2].[CH:8]([O:11][C:12]([N:14]1[CH2:19][CH2:18][CH:17]([CH2:20][CH2:21][CH2:22][O:23][C:24]2[CH:29]=[CH:28][C:27]([C:30]([NH:32][NH2:33])=[O:31])=[C:26]([F:34])[CH:25]=2)[CH2:16][CH2:15]1)=[O:13])([CH3:10])[CH3:9].